This data is from CYP3A4 inhibition data for predicting drug metabolism from PubChem BioAssay. The task is: Regression/Classification. Given a drug SMILES string, predict its absorption, distribution, metabolism, or excretion properties. Task type varies by dataset: regression for continuous measurements (e.g., permeability, clearance, half-life) or binary classification for categorical outcomes (e.g., BBB penetration, CYP inhibition). Dataset: cyp3a4_veith. (1) The drug is CCOC(=O)c1cn(-c2nc(-c3ccc(Cl)cc3)cs2)c2c(F)c(N3CC(C)OC(C)C3)c(F)cc2c1=O. The result is 0 (non-inhibitor). (2) The molecule is CCCc1cc(=O)[nH]c(SCC)n1. The result is 0 (non-inhibitor). (3) The drug is CNc1ccc2oc(C[C@H]3O[C@]4(CC[C@H]3C)O[C@H]([C@H](C)C(=O)c3ccc[nH]3)[C@H](C)C[C@H]4C)nc2c1C(=O)O. The result is 1 (inhibitor). (4) The molecule is c1ccc(CNc2ncncc2-c2ccc3c(c2)OCO3)cc1. The result is 1 (inhibitor). (5) The drug is Cc1ccccc1NC(=O)c1cnc(Nc2nc3ccccc3s2)nc1C. The result is 0 (non-inhibitor). (6) The compound is Cc1ccc(O)c(C(=O)c2cc(C#N)c(=O)n(-c3c(C)n(C)n(-c4ccccc4)c3=O)c2)c1. The result is 1 (inhibitor). (7) The molecule is COc1ccc(-c2ccc3c(n2)CCCN3C[C@H](O)CN2CCCc3nc(C)c(C)cc32)cc1. The result is 0 (non-inhibitor). (8) The drug is COc1ccc(NC(=O)N2CCCC2C(=O)Nc2ccccc2)cc1. The result is 0 (non-inhibitor).